This data is from Forward reaction prediction with 1.9M reactions from USPTO patents (1976-2016). The task is: Predict the product of the given reaction. (1) Given the reactants [OH:1][S:2]([OH:5])(=[O:4])=[O:3].[Cl:6][C:7]1[CH:12]=[C:11]([Cl:13])[C:10]([F:14])=[CH:9][C:8]=1[C:15]1[O:16][C:17]2[C:22]([C:23](=[O:25])[CH:24]=1)=[C:21]([OH:26])[CH:20]=[C:19]([OH:27])[C:18]=2[C@@H:28]1[CH2:32][CH2:31][N:30]([CH3:33])[C@H:29]1[CH2:34][OH:35], predict the reaction product. The product is: [S:2]([OH:5])([OH:4])(=[O:3])=[O:1].[Cl:6][C:7]1[CH:12]=[C:11]([Cl:13])[C:10]([F:14])=[CH:9][C:8]=1[C:15]1[O:16][C:17]2[C:22]([C:23](=[O:25])[CH:24]=1)=[C:21]([OH:26])[CH:20]=[C:19]([OH:27])[C:18]=2[C@@H:28]1[CH2:32][CH2:31][N:30]([CH3:33])[C@H:29]1[CH2:34][OH:35]. (2) The product is: [Cl:2][C:3]1[CH:4]=[C:5]([CH:6]=[CH:7][CH:8]=1)[NH:9][C:10]([NH:11][N:12]=[C:23]1[C:22]2[C:17](=[CH:18][CH:19]=[C:20]([S:25][CH2:26][CH2:27][CH2:28][C:29]3[CH:30]=[CH:31][C:32]([C:33]([OH:35])=[O:34])=[CH:36][CH:37]=3)[CH:21]=2)[N:16]([CH2:38][CH2:39][CH2:40][CH2:41][CH2:42][CH3:43])[C:15]1=[O:14])=[O:13]. Given the reactants Cl.[Cl:2][C:3]1[CH:4]=[C:5]([NH:9][C:10](=[O:13])[NH:11][NH2:12])[CH:6]=[CH:7][CH:8]=1.[O:14]=[C:15]1[C:23](=O)[C:22]2[C:17](=[CH:18][CH:19]=[C:20]([S:25][CH2:26][CH2:27][CH2:28][C:29]3[CH:37]=[CH:36][C:32]([C:33]([OH:35])=[O:34])=[CH:31][CH:30]=3)[CH:21]=2)[N:16]1[CH2:38][CH2:39][CH2:40][CH2:41][CH2:42][CH3:43], predict the reaction product. (3) Given the reactants C([O-])(=O)C.[Na+].[F:6][CH:7]([F:33])[C:8]1[N:9]=[C:10]([CH2:30][CH2:31][CH3:32])[N:11]([CH2:15][C:16]2[CH:21]=[CH:20][C:19]([C:22]3[C:23]([C:28]#[N:29])=[CH:24][CH:25]=[CH:26][CH:27]=3)=[CH:18][CH:17]=2)[C:12](=[O:14])[CH:13]=1.[Br:34]Br, predict the reaction product. The product is: [Br:34][C:13]1[C:12](=[O:14])[N:11]([CH2:15][C:16]2[CH:17]=[CH:18][C:19]([C:22]3[C:23]([C:28]#[N:29])=[CH:24][CH:25]=[CH:26][CH:27]=3)=[CH:20][CH:21]=2)[C:10]([CH2:30][CH2:31][CH3:32])=[N:9][C:8]=1[CH:7]([F:6])[F:33]. (4) The product is: [C:3]([O:7][C@@H:8]([C:13]1[C:14]([C:27]2[CH:32]=[CH:31][C:30]([CH:33]([F:35])[F:34])=[CH:29][CH:28]=2)=[C:15]2[C:22]3[CH2:23][CH2:24][CH2:25][CH2:26][C:21]=3[S:20][C:16]2=[N:17][C:18]=1[CH3:19])[C:9]([OH:11])=[O:10])([CH3:6])([CH3:4])[CH3:5]. Given the reactants [OH-].[Na+].[C:3]([O:7][C@@H:8]([C:13]1[C:14]([C:27]2[CH:32]=[CH:31][C:30]([CH:33]([F:35])[F:34])=[CH:29][CH:28]=2)=[C:15]2[C:22]3[CH2:23][CH2:24][CH2:25][CH2:26][C:21]=3[S:20][C:16]2=[N:17][C:18]=1[CH3:19])[C:9]([O:11]C)=[O:10])([CH3:6])([CH3:5])[CH3:4], predict the reaction product. (5) Given the reactants [CH2:1](OC(=O)C)C.Cl.C(OCC)(=O)C.[CH:14]([C:16]1[CH:48]=[CH:47][C:19]([O:20][CH2:21][C:22]2[CH:23]=[C:24]([C:28]3[C:33]([CH3:34])=[CH:32][C:31]([O:35][CH2:36][CH2:37][NH:38][C:39](=[O:45])OC(C)(C)C)=[CH:30][C:29]=3[CH3:46])[CH:25]=[CH:26][CH:27]=2)=[CH:18][CH:17]=1)=[O:15].C(Cl)(=O)C, predict the reaction product. The product is: [CH:14]([C:16]1[CH:17]=[CH:18][C:19]([O:20][CH2:21][C:22]2[CH:23]=[C:24]([C:28]3[C:29]([CH3:46])=[CH:30][C:31]([O:35][CH2:36][CH2:37][NH:38][C:39](=[O:45])[CH3:1])=[CH:32][C:33]=3[CH3:34])[CH:25]=[CH:26][CH:27]=2)=[CH:47][CH:48]=1)=[O:15]. (6) Given the reactants CO[CH:3](OC)[CH2:4]Br.Cl.C(=O)(O)[O-].[Na+].[CH3:14][O:15][C:16](=[O:27])[CH:17]=[C:18]([C:20]1[CH:21]=[N:22][C:23]([NH2:26])=[CH:24][CH:25]=1)[CH3:19], predict the reaction product. The product is: [CH3:14][O:15][C:16](=[O:27])[CH:17]=[C:18]([C:20]1[CH:25]=[CH:24][C:23]2[N:22]([CH:3]=[CH:4][N:26]=2)[CH:21]=1)[CH3:19]. (7) The product is: [CH3:12][O:11][C:7]1[CH:6]=[C:5]([CH:4]=[C:3]([O:2][CH3:1])[C:8]=1[O:9][CH3:10])[CH2:13][CH2:14][C:15]1[S:55][C:42]([C:40]2[CH:39]=[CH:38][C:37]3[NH:33][CH:34]=[N:35][C:36]=3[CH:41]=2)=[N:44][N:45]=1. Given the reactants [CH3:1][O:2][C:3]1[CH:4]=[C:5]([CH2:13][CH2:14][C:15](O)=O)[CH:6]=[C:7]([O:11][CH3:12])[C:8]=1[O:9][CH3:10].C1CCC(N=C=NC2CCCCC2)CC1.[N:33]1[C:37]2[CH:38]=[CH:39][C:40]([C:42]([NH:44][NH2:45])=O)=[CH:41][C:36]=2[NH:35][CH:34]=1.COC1C=CC(P2(SP(C3C=CC(OC)=CC=3)(=S)S2)=[S:55])=CC=1, predict the reaction product.